This data is from Catalyst prediction with 721,799 reactions and 888 catalyst types from USPTO. The task is: Predict which catalyst facilitates the given reaction. (1) Reactant: F[C:2]1[CH:9]=[CH:8][C:5]([C:6]#[N:7])=[C:4]([C:10]([F:13])([F:12])[F:11])[CH:3]=1.[CH:14]1[C:23]2[C:18](=[CH:19][CH:20]=[CH:21][CH:22]=2)[CH:17]=[CH:16][C:15]=1[C@H:24]([NH2:26])[CH3:25].C([O-])([O-])=O.[Cs+].[Cs+].O. Product: [CH:14]1[C:23]2[C:18](=[CH:19][CH:20]=[CH:21][CH:22]=2)[CH:17]=[CH:16][C:15]=1[C@H:24]([NH:26][C:2]1[CH:9]=[CH:8][C:5]([C:6]#[N:7])=[C:4]([C:10]([F:13])([F:12])[F:11])[CH:3]=1)[CH3:25]. The catalyst class is: 16. (2) Reactant: [C:12]([O:11][C:9](O[C:9]([O:11][C:12]([CH3:15])([CH3:14])[CH3:13])=[O:10])=[O:10])([CH3:15])([CH3:14])[CH3:13].Cl.[NH2:17][C@H:18]1[CH2:23][CH2:22][CH2:21][CH2:20][C@H:19]1[OH:24].[CH2:25](N(CC)CC)C.[H-].[Na+].CI. Product: [CH3:25][O:24][C@H:19]1[CH2:20][CH2:21][CH2:22][CH2:23][C@H:18]1[NH:17][C:9](=[O:10])[O:11][C:12]([CH3:13])([CH3:14])[CH3:15]. The catalyst class is: 20. (3) The catalyst class is: 83. Reactant: [C:1]([O:5][C:6](=[O:53])[N:7]([CH2:9][CH2:10][NH:11][C:12]([NH:14][C:15]1[CH:20]=[CH:19][C:18]([C:21]2[CH:22]=[C:23]3[C:29]([C:30]4[CH:35]=[CH:34][CH:33]=[CH:32][C:31]=4[O:36][CH3:37])=[CH:28][N:27](S(C4C=CC(C)=CC=4)(=O)=O)[C:24]3=[N:25][CH:26]=2)=[CH:17][C:16]=1[C:48](=[O:52])[N:49]([CH3:51])[CH3:50])=[O:13])[CH3:8])([CH3:4])([CH3:3])[CH3:2].[OH-].[K+]. Product: [C:1]([O:5][C:6](=[O:53])[N:7]([CH2:9][CH2:10][NH:11][C:12]([NH:14][C:15]1[CH:20]=[CH:19][C:18]([C:21]2[CH:22]=[C:23]3[C:29]([C:30]4[CH:35]=[CH:34][CH:33]=[CH:32][C:31]=4[O:36][CH3:37])=[CH:28][NH:27][C:24]3=[N:25][CH:26]=2)=[CH:17][C:16]=1[C:48](=[O:52])[N:49]([CH3:50])[CH3:51])=[O:13])[CH3:8])([CH3:2])([CH3:4])[CH3:3].